The task is: Predict the reaction yield, written as a fraction of the theoretical maximum amount of product (1.0 means a 100% yield; for example, 0.34 means a 34% yield).. This data is from Reaction yield outcomes from USPTO patents with 853,638 reactions. The reactants are [O:1]1[CH2:5][CH2:4][CH:3]([C:6]([C:8]2[N:13]=[C:12]([NH:14][C:15](=[O:20])[C:16]([CH3:19])([CH3:18])[CH3:17])[CH:11]=[CH:10][CH:9]=2)=[O:7])[CH2:2]1.[BH4-].[Na+]. The catalyst is C(O)C. The product is [OH:7][CH:6]([CH:3]1[CH2:4][CH2:5][O:1][CH2:2]1)[C:8]1[N:13]=[C:12]([NH:14][C:15](=[O:20])[C:16]([CH3:17])([CH3:18])[CH3:19])[CH:11]=[CH:10][CH:9]=1. The yield is 0.850.